This data is from Full USPTO retrosynthesis dataset with 1.9M reactions from patents (1976-2016). The task is: Predict the reactants needed to synthesize the given product. (1) Given the product [CH2:15]([O:14][C:7]1[C:8]2[C:13](=[CH:12][CH:11]=[CH:10][CH:9]=2)[C:4]([O:3][CH2:1][CH3:2])=[C:5]([C:20]([OH:22])=[O:21])[C:6]=1[C:17]([OH:19])=[O:18])[CH3:16], predict the reactants needed to synthesize it. The reactants are: [CH2:1]([O:3][C:4]1[C:13]2[C:8](=[CH:9][CH:10]=[CH:11][CH:12]=2)[C:7]([O:14][CH2:15][CH3:16])=[C:6]([C:17]([O-:19])=[O:18])[C:5]=1[C:20]([O:22]CC)=[O:21])[CH3:2].[OH-].[Na+]. (2) Given the product [O:32]1[CH2:33][CH2:34][N:29]([CH2:4][C:2]([NH:3][S:5]([C:8]2[CH:27]=[CH:26][C:11]([NH:12][C:13]3[N:18]=[C:17]([C:19]4[N:23]([CH3:24])[C:22]([CH3:25])=[N:21][CH:20]=4)[CH:16]=[CH:15][N:14]=3)=[CH:10][CH:9]=2)(=[O:7])=[O:6])([CH3:1])[CH3:28])[CH2:30][CH2:31]1, predict the reactants needed to synthesize it. The reactants are: [CH3:1][C:2]1([CH3:28])[CH2:4][N:3]1[S:5]([C:8]1[CH:27]=[CH:26][C:11]([NH:12][C:13]2[N:18]=[C:17]([C:19]3[N:23]([CH3:24])[C:22]([CH3:25])=[N:21][CH:20]=3)[CH:16]=[CH:15][N:14]=2)=[CH:10][CH:9]=1)(=[O:7])=[O:6].[NH:29]1[CH2:34][CH2:33][O:32][CH2:31][CH2:30]1.